From a dataset of CYP1A2 inhibition data for predicting drug metabolism from PubChem BioAssay. Regression/Classification. Given a drug SMILES string, predict its absorption, distribution, metabolism, or excretion properties. Task type varies by dataset: regression for continuous measurements (e.g., permeability, clearance, half-life) or binary classification for categorical outcomes (e.g., BBB penetration, CYP inhibition). Dataset: cyp1a2_veith. (1) The drug is N#CCCn1cc(/C=N/O)c(-c2ccc(Cl)cc2)n1. The result is 1 (inhibitor). (2) The compound is Nc1ccccc1Nc1ccccc1. The result is 1 (inhibitor).